From a dataset of Retrosynthesis with 50K atom-mapped reactions and 10 reaction types from USPTO. Predict the reactants needed to synthesize the given product. Given the product COC(=O)N[C@H](C(=O)N1C[C@H](O)C[C@H]1C(=O)OC)C(C)C, predict the reactants needed to synthesize it. The reactants are: COC(=O)N[C@H](C(=O)O)C(C)C.COC(=O)[C@@H]1C[C@@H](O)CN1.